This data is from Experimentally validated miRNA-target interactions with 360,000+ pairs, plus equal number of negative samples. The task is: Binary Classification. Given a miRNA mature sequence and a target amino acid sequence, predict their likelihood of interaction. (1) The miRNA is bta-miR-10a with sequence UACCCUGUAGAUCCGAAUUUGUG. The protein sequence of the target gene is MVMYARKQQRLSDGCHDRRGDSQPFQALKYSSKSHPSSGDHRHEKMRDAADPSPPNKMLRRSNSPENKYSDSTGHNKAKNVHTQRVRERDGGTSYSPQENSHNHSALHSSNSHSSNPSNNPSKTSDAPYDSADDWSEHISSSGKKYYYNCRTEVSQWEKPKEWLEREQRQKEANKLAVNSFPKDRDYRREVMQATATSGFTSGMEDKHSSDASSLLPQNILSQTSRHNDKDYRLPRAETHSSSTPVQHPIKPVVHPTATPSTVPSSPFTLQSDHQPKKSFDANGASTLSKLPTPTASLPA.... Result: 0 (no interaction). (2) The miRNA is hsa-miR-4802-5p with sequence UAUGGAGGUUCUAGACCAUGUU. The protein sequence of the target gene is MAALGVAEAVAAPHPAEGAETAEAVELSRALSRLLPGLEADSKPGRRRALEALRRALEEPGPAADPTAFQGPWARLLLPRLLRCLSDPAEGCRALAVHLLDLGLRRAARPRDALPRLLPALAARLAGPVPARRPPEACEELRLALVQLLGLAVDLCGAALAPHLDDALRALRCSLLDPFAAVRRESCSCAAALAQATPDHFHMQSESLIGPLMQTISHQHWKVRVAAIEATGAVIHFGNGKSVDDVLSHFAQRLFDDVPQVRRAVASVVGGWLLCLRDRYSFFHKLIPLLLSSLNDEVPE.... Result: 0 (no interaction).